Dataset: Full USPTO retrosynthesis dataset with 1.9M reactions from patents (1976-2016). Task: Predict the reactants needed to synthesize the given product. (1) Given the product [CH2:1]([O:3][C:4]([O:6][CH2:7][O:8][P:9]([CH2:18][C@H:19]([OH:32])[CH2:20][NH2:21])([CH2:11][CH:12]1[CH2:17][CH2:16][CH2:15][CH2:14][CH2:13]1)=[O:10])=[O:5])[CH3:2], predict the reactants needed to synthesize it. The reactants are: [CH2:1]([O:3][C:4]([O:6][CH2:7][O:8][P:9]([CH2:18][CH:19]([OH:32])[CH2:20][NH:21]C(OCC1C=CC=CC=1)=O)([CH2:11][CH:12]1[CH2:17][CH2:16][CH2:15][CH2:14][CH2:13]1)=[O:10])=[O:5])[CH3:2]. (2) Given the product [C:46]([N:45]=[C:42]([NH:51][CH2:52][CH2:53][OH:54])[NH:41][CH2:40][CH2:39][CH2:38][O:37][C:34]1[CH:33]=[CH:32][C:31]([CH2:30][C:29]2[C:25]([O:24][C@@H:6]3[O:7][C@H:8]([CH2:19][OH:20])[C@@H:9]([OH:15])[C@H:10]([OH:11])[C@H:5]3[OH:4])=[N:26][NH:27][C:28]=2[CH:48]([CH3:50])[CH3:49])=[CH:36][CH:35]=1)#[N:47], predict the reactants needed to synthesize it. The reactants are: C([O:4][C@@H:5]1[C@@H:10]([O:11]C(=O)C)[C@H:9]([O:15]C(=O)C)[C@@H:8]([CH2:19][O:20]C(=O)C)[O:7][C@H:6]1[O:24][C:25]1[C:29]([CH2:30][C:31]2[CH:36]=[CH:35][C:34]([O:37][CH2:38][CH2:39][CH2:40][NH:41][C:42](=[N:45][C:46]#[N:47])SC)=[CH:33][CH:32]=2)=[C:28]([CH:48]([CH3:50])[CH3:49])[NH:27][N:26]=1)(=O)C.[NH2:51][CH2:52][CH2:53][OH:54].C[O-].[Na+]. (3) Given the product [CH:17]1([CH2:23][NH:24][C:10]([C@H:9]([NH:8][C:6](=[O:7])[O:5][C:1]([CH3:2])([CH3:3])[CH3:4])[CH2:13][CH2:14][S:15][CH3:16])=[O:12])[CH2:22][CH2:21][CH2:20][CH2:19][CH2:18]1, predict the reactants needed to synthesize it. The reactants are: [C:1]([O:5][C:6]([NH:8][C@H:9]([CH2:13][CH2:14][S:15][CH3:16])[C:10]([OH:12])=O)=[O:7])([CH3:4])([CH3:3])[CH3:2].[CH:17]1([CH2:23][NH2:24])[CH2:22][CH2:21][CH2:20][CH2:19][CH2:18]1.C1C=CC2N(O)N=NC=2C=1.CCN=C=NCCCN(C)C. (4) The reactants are: [CH2:1]([O:3][C@H:4]([C:17]([O:19][CH2:20][CH3:21])=[O:18])[CH2:5][C:6]1[CH:16]=[CH:15][C:9]([O:10][CH2:11][C:12]([OH:14])=O)=[CH:8][CH:7]=1)[CH3:2].[CH2:22]([NH:28][CH2:29][CH2:30][C:31]1[CH:36]=[CH:35][CH:34]=[CH:33][CH:32]=1)[CH2:23][CH2:24][CH2:25][CH2:26][CH3:27].Cl.C(N=C=NCCCN(C)C)C. Given the product [CH2:1]([O:3][C@@H:4]([CH2:5][C:6]1[CH:7]=[CH:8][C:9]([O:10][CH2:11][C:12]([N:28]([CH2:22][CH2:23][CH2:24][CH2:25][CH2:26][CH3:27])[CH2:29][CH2:30][C:31]2[CH:36]=[CH:35][CH:34]=[CH:33][CH:32]=2)=[O:14])=[CH:15][CH:16]=1)[C:17]([O:19][CH2:20][CH3:21])=[O:18])[CH3:2], predict the reactants needed to synthesize it. (5) Given the product [Cl:8][C:5]1[CH:6]=[CH:7][C:2]([C:11]([O:13][CH2:33][CH3:28])=[O:42])=[N:3][CH:4]=1, predict the reactants needed to synthesize it. The reactants are: Cl[C:2]1[CH:7]=[CH:6][C:5]([Cl:8])=[CH:4][N:3]=1.[I-].[Na+].[C:11](Cl)(=[O:13])C.C1(P([C:28]2[CH:33]=CC=CC=2)C2C=CC=CC=2)C=CC=CC=1.C(N(CC)CC)C.[C]=[O:42]. (6) Given the product [CH3:2][O:3][C:4]([C:6]1[CH:11]=[CH:10][CH:9]=[C:8]([C:12]2[O:16][C:15]([C:17](=[O:27])[CH2:18][CH2:19][CH2:20][CH:21]3[CH2:22][CH2:23][N:24]([CH2:43][C:44]4[CH:45]=[CH:46][C:47]([CH:48]([CH3:49])[CH3:62])=[CH:52][CH:51]=4)[CH2:25][CH2:26]3)=[N:14][CH:13]=2)[N:7]=1)=[O:5], predict the reactants needed to synthesize it. The reactants are: Cl.[CH3:2][O:3][C:4]([C:6]1[CH:11]=[CH:10][CH:9]=[C:8]([C:12]2[O:16][C:15]([C:17](=[O:27])[CH2:18][CH2:19][CH2:20][CH:21]3[CH2:26][CH2:25][NH:24][CH2:23][CH2:22]3)=[N:14][CH:13]=2)[N:7]=1)=[O:5].COC(C1C=CC=C(C2OC([C:43](=O)[CH2:44][CH2:45][CH2:46][CH:47]3[CH2:52][CH2:51]N(C(OC(C)(C)C)=O)[CH2:49][CH2:48]3)=NC=2)N=1)=O.Cl.[CH2:62](Cl)Cl. (7) Given the product [O:2]1[C:3]2[C:4]([C:11]3[NH:15][N:14]=[C:13]([O:16][CH2:17][C:18]4[CH:23]=[CH:22][CH:21]=[CH:20][C:19]=4[F:24])[CH:12]=3)=[CH:5][CH:6]=[CH:7][C:8]=2[CH2:26][CH2:1]1, predict the reactants needed to synthesize it. The reactants are: [CH3:1][O:2][C:3]1[C:8](OC)=[CH:7][CH:6]=[CH:5][C:4]=1[C:11]1[NH:15][N:14]=[C:13]([O:16][CH2:17][C:18]2[CH:23]=[CH:22][CH:21]=[CH:20][C:19]=2[F:24])[CH:12]=1.O1C2C(C(O)=O)=CC=CC=2C[CH2:26]1. (8) Given the product [CH2:1]([O:8][CH2:9][CH2:10][O:11][C:12]1[CH:35]=[CH:34][C:15]([C:16]([N:18]2[C:24]3[CH:25]=[CH:26][CH:27]=[CH:28][C:23]=3[CH2:22][N:21]([CH2:29][C:30]([N:51]=[N+:52]=[N-:53])=[O:31])[C:20](=[O:33])[CH2:19]2)=[O:17])=[C:14]([Cl:36])[CH:13]=1)[C:2]1[CH:7]=[CH:6][CH:5]=[CH:4][CH:3]=1, predict the reactants needed to synthesize it. The reactants are: [CH2:1]([O:8][CH2:9][CH2:10][O:11][C:12]1[CH:35]=[CH:34][C:15]([C:16]([N:18]2[C:24]3[CH:25]=[CH:26][CH:27]=[CH:28][C:23]=3[CH2:22][N:21]([CH2:29][C:30](O)=[O:31])[C:20](=[O:33])[CH2:19]2)=[O:17])=[C:14]([Cl:36])[CH:13]=1)[C:2]1[CH:7]=[CH:6][CH:5]=[CH:4][CH:3]=1.C(N(CC)CC)C.C1(C)C=CC=CC=1.[N-:51]=[N+:52]=[N-:53]. (9) Given the product [F:1][C:2]1[CH:9]=[CH:8][C:7]([C:10]#[N:12])=[CH:6][C:3]=1[C:4]#[N:5], predict the reactants needed to synthesize it. The reactants are: [F:1][C:2]1[CH:9]=[CH:8][C:7]([CH:10]=O)=[CH:6][C:3]=1[C:4]#[N:5].[NH2:12]OS(O)(=O)=O. (10) Given the product [Cl:3][C:4]1[N:5]=[N+:6]([O-:15])[C:7]([Cl:10])=[CH:8][CH:9]=1, predict the reactants needed to synthesize it. The reactants are: OO.[Cl:3][C:4]1[N:5]=[N:6][C:7]([Cl:10])=[CH:8][CH:9]=1.C1(=O)OC(=[O:15])C=C1.C(O)(=O)/C=C/C.CC1CCCCC1.[OH-].[Na+].